Dataset: Catalyst prediction with 721,799 reactions and 888 catalyst types from USPTO. Task: Predict which catalyst facilitates the given reaction. (1) Reactant: [Cl:1][C:2]1[CH:7]=[CH:6][N:5]=[C:4]([NH:8][C:9]2[CH:16]=[CH:15][C:12]([C:13]#[N:14])=[CH:11][CH:10]=2)[N:3]=1.[B-](F)(F)(F)F.[N:22]([OH:24])=[O:23]. Product: [N+:22]([C:10]1[CH:11]=[C:12]([CH:15]=[CH:16][C:9]=1[NH:8][C:4]1[N:3]=[C:2]([Cl:1])[CH:7]=[CH:6][N:5]=1)[C:13]#[N:14])([O-:24])=[O:23]. The catalyst class is: 10. (2) Reactant: [N:1]([C:4]1([CH:20]([CH3:23])[CH2:21][OH:22])[C:17]2[CH:16]=[C:15]([Cl:18])[N:14]=[CH:13][C:12]=2[O:11][C:10]2[C:5]1=[CH:6][C:7]([Br:19])=[CH:8][CH:9]=2)=[N+]=[N-].[H-].[H-].[H-].[H-].[Li+].[Al+3].[O-]S([O-])(=O)=O.[Na+].[Na+]. Product: [NH2:1][C:4]1([CH:20]([CH3:23])[CH2:21][OH:22])[C:17]2[CH:16]=[C:15]([Cl:18])[N:14]=[CH:13][C:12]=2[O:11][C:10]2[C:5]1=[CH:6][C:7]([Br:19])=[CH:8][CH:9]=2. The catalyst class is: 1. (3) Reactant: [C:1](#[N:8])[C:2]1[CH:7]=[CH:6][CH:5]=[N:4][CH:3]=1.Cl.[NH2:10][OH:11].C(=O)([O-])[O-].[Na+].[Na+].[Cl-].[Na+]. Product: [OH:11][NH:10][C:1](=[NH:8])[C:2]1[CH:7]=[CH:6][CH:5]=[N:4][CH:3]=1. The catalyst class is: 6. (4) Reactant: C([O:8][C:9]1[CH:10]=[C:11]([CH:15]2[CH2:19][N:18]([C:20]3[CH:21]=[C:22]([CH:26]=[CH:27][CH:28]=3)[C:23]([NH2:25])=[O:24])[C:17](=[O:29])[CH2:16]2)[CH:12]=[CH:13][CH:14]=1)C1C=CC=CC=1. Product: [OH:8][C:9]1[CH:10]=[C:11]([CH:15]2[CH2:19][N:18]([C:20]3[CH:21]=[C:22]([CH:26]=[CH:27][CH:28]=3)[C:23]([NH2:25])=[O:24])[C:17](=[O:29])[CH2:16]2)[CH:12]=[CH:13][CH:14]=1. The catalyst class is: 50. (5) Reactant: Br[CH2:2][C:3]1[CH:4]=[C:5]2[C:9](=[CH:10][CH:11]=1)[C:8](=[O:12])[N:7]([CH2:13][CH2:14][C:15]([O:17][CH2:18][CH3:19])=[O:16])[C:6]2=[O:20].[OH:21]P([O-])([O-])=O.[K+].[K+].OP([O-])(O)=O.[K+]. Product: [CH:2]([C:3]1[CH:4]=[C:5]2[C:9](=[CH:10][CH:11]=1)[C:8](=[O:12])[N:7]([CH2:13][CH2:14][C:15]([O:17][CH2:18][CH3:19])=[O:16])[C:6]2=[O:20])=[O:21]. The catalyst class is: 58. (6) Reactant: [CH:1]1([C:4]([N:6]2[CH2:11][CH2:10][N:9]([C:12]([C:14]3[CH:15]=[C:16]([CH:20]4[C:25]5=[N:26][NH:27][C:28](=[O:33])[C:29]6[CH:30]=[CH:31][CH:32]=[C:23]([C:24]=65)[NH:22][CH:21]4[C:34]4[CH:39]=[CH:38][C:37]([CH:40](OCC)[O:41]CC)=[CH:36][CH:35]=4)[CH:17]=[CH:18][CH:19]=3)=[O:13])[CH2:8][CH2:7]2)=[O:5])[CH2:3][CH2:2]1.C(=O)([O-])[O-].[K+].[K+]. Product: [CH:1]1([C:4]([N:6]2[CH2:7][CH2:8][N:9]([C:12]([C:14]3[CH:15]=[C:16]([CH:20]4[C:25]5=[N:26][NH:27][C:28](=[O:33])[C:29]6[CH:30]=[CH:31][CH:32]=[C:23]([C:24]=65)[NH:22][CH:21]4[C:34]4[CH:39]=[CH:38][C:37]([CH:40]=[O:41])=[CH:36][CH:35]=4)[CH:17]=[CH:18][CH:19]=3)=[O:13])[CH2:10][CH2:11]2)=[O:5])[CH2:3][CH2:2]1. The catalyst class is: 33. (7) Reactant: [F:1][C:2]1[CH:3]=[C:4]([CH:13]=[CH:14][C:15]=1[F:16])[CH2:5][O:6][CH:7]1[CH2:12][CH2:11][NH:10][CH2:9][CH2:8]1.N1C=CC=CC=1.[Br:23][CH2:24][C:25](Br)=[O:26]. Product: [Br:23][CH2:24][C:25]([N:10]1[CH2:9][CH2:8][CH:7]([O:6][CH2:5][C:4]2[CH:13]=[CH:14][C:15]([F:16])=[C:2]([F:1])[CH:3]=2)[CH2:12][CH2:11]1)=[O:26]. The catalyst class is: 146. (8) Reactant: C[Si](C)(C)N[Si](C)(C)C.[Li]CCCC.[CH2:15]([C@@H:22]1[CH2:26][O:25][C:24](=[O:27])[N:23]1[C:28](=[O:33])[CH2:29][CH:30]([CH3:32])[CH3:31])[C:16]1[CH:21]=[CH:20][CH:19]=[CH:18][CH:17]=1.Br[CH2:35][C:36]1[CH:44]=[C:43]2[C:39]([CH:40]=[N:41][N:42]2[CH2:45][CH2:46][CH2:47][O:48][CH3:49])=[CH:38][CH:37]=1.[NH4+].[Cl-]. Product: [CH2:15]([C@@H:22]1[CH2:26][O:25][C:24](=[O:27])[N:23]1[C:28](=[O:33])[C@H:29]([CH2:35][C:36]1[CH:44]=[C:43]2[C:39]([CH:40]=[N:41][N:42]2[CH2:45][CH2:46][CH2:47][O:48][CH3:49])=[CH:38][CH:37]=1)[CH:30]([CH3:31])[CH3:32])[C:16]1[CH:17]=[CH:18][CH:19]=[CH:20][CH:21]=1. The catalyst class is: 1. (9) Reactant: [Cl:1][C:2]1[C:11]([CH:12]=[N:13][OH:14])=[C:10]([S:15]([CH3:18])(=[O:17])=[O:16])[CH:9]=[CH:8][C:3]=1[C:4]([O:6][CH3:7])=[O:5].Cl[O-].[Na+].[C:22]([O-])(=[O:24])[CH3:23].[Na+].C(=O)C. Product: [Cl:1][C:2]1[C:11]([C:12]2[O:24][CH:22]([CH3:23])[O:14][N:13]=2)=[C:10]([S:15]([CH3:18])(=[O:17])=[O:16])[CH:9]=[CH:8][C:3]=1[C:4]([O:6][CH3:7])=[O:5]. The catalyst class is: 2.